Dataset: Full USPTO retrosynthesis dataset with 1.9M reactions from patents (1976-2016). Task: Predict the reactants needed to synthesize the given product. (1) Given the product [CH:13]([N:16]1[C:20]2[N:21]=[C:22]([C:31]3[CH:32]=[CH:33][C:34]([NH:37][C:2]([NH:48][C:47]4[CH:49]=[CH:50][C:44]([N:38]5[CH2:39][CH2:40][O:41][CH2:42][CH2:43]5)=[CH:45][CH:46]=4)=[O:4])=[CH:35][CH:36]=3)[N:23]=[C:24]([N:25]3[CH2:30][CH2:29][O:28][CH2:27][CH2:26]3)[C:19]=2[N:18]=[N:17]1)([CH3:15])[CH3:14], predict the reactants needed to synthesize it. The reactants are: Cl[C:2](Cl)([O:4]C(=O)OC(Cl)(Cl)Cl)Cl.[CH:13]([N:16]1[C:20]2[N:21]=[C:22]([C:31]3[CH:36]=[CH:35][C:34]([NH2:37])=[CH:33][CH:32]=3)[N:23]=[C:24]([N:25]3[CH2:30][CH2:29][O:28][CH2:27][CH2:26]3)[C:19]=2[N:18]=[N:17]1)([CH3:15])[CH3:14].[N:38]1([C:44]2[CH:50]=[CH:49][C:47]([NH2:48])=[CH:46][CH:45]=2)[CH2:43][CH2:42][O:41][CH2:40][CH2:39]1.CCN(CC)CC. (2) Given the product [Cl:1][C:2]1[CH:3]=[C:4]([C:10]2[CH2:13][CH:14]([C:15]3[CH:20]=[CH:19][CH:18]=[CH:17][CH:16]=3)[O:12][N:11]=2)[C:5](=[O:9])[N:6]([CH3:8])[N:7]=1, predict the reactants needed to synthesize it. The reactants are: [Cl:1][C:2]1[CH:3]=[C:4]([CH:10]=[N:11][OH:12])[C:5](=[O:9])[N:6]([CH3:8])[N:7]=1.[CH2:13]=[CH:14][C:15]1[CH:20]=[CH:19][CH:18]=[CH:17][CH:16]=1.Cl[O-].[Na+]. (3) Given the product [SH:12][C:9]1[N:10]([CH3:11])[C:5]([CH2:4][OH:3])=[N:7][N:8]=1, predict the reactants needed to synthesize it. The reactants are: [OH-].[Na+].[OH:3][CH2:4][C:5]([NH:7][NH:8][C:9]([SH:12])=[N:10][CH3:11])=O.Cl. (4) Given the product [Br:1][C:2]1[CH:8]=[CH:7][C:5]([NH:6][C:14](=[O:15])[CH2:13][C:12]([OH:17])=[O:11])=[CH:4][CH:3]=1, predict the reactants needed to synthesize it. The reactants are: [Br:1][C:2]1[CH:8]=[CH:7][C:5]([NH2:6])=[CH:4][CH:3]=1.CC1(C)[O:15][C:14](=O)[CH2:13][C:12](=[O:17])[O:11]1. (5) Given the product [CH2:6]([N:8]([CH2:11][CH2:12][CH2:13][O:29][CH2:18][CH2:17][CH2:16][C:15]([NH:20][C:21]1[CH:26]=[CH:25][CH:24]=[CH:23][CH:22]=1)=[O:19])[CH2:9][CH3:10])[CH3:7], predict the reactants needed to synthesize it. The reactants are: S(Cl)(C)(=O)=O.[CH2:6]([N:8]([CH:11](O)[CH2:12][CH3:13])[CH2:9][CH3:10])[CH3:7].[C:15]([NH:20][C:21]1[CH:26]=[CH:25][CH:24]=[CH:23][C:22]=1O)(=[O:19])[CH2:16][CH2:17][CH3:18].C([O-])([O-])=[O:29].[K+].[K+]. (6) Given the product [CH2:9]([N:5]1[CH:6]=[CH:7][N:8]=[C:4]1[CH2:3][S:18][C:16]1[N:15]=[C:14]([OH:19])[CH:13]=[C:12]([CH3:11])[N:17]=1)[CH3:10], predict the reactants needed to synthesize it. The reactants are: [Cl-].Cl[CH2:3][C:4]1[NH+:5]([CH2:9][CH3:10])[CH:6]=[CH:7][N:8]=1.[CH3:11][C:12]1[N:17]=[C:16]([SH:18])[N:15]=[C:14]([OH:19])[CH:13]=1.C(=O)([O-])[O-].[K+].[K+].